Dataset: Forward reaction prediction with 1.9M reactions from USPTO patents (1976-2016). Task: Predict the product of the given reaction. (1) Given the reactants [N:1]1[C:10]2[CH:9]([NH:11][CH2:12][CH2:13][CH2:14][CH2:15][NH:16]C(=O)OC(C)(C)C)[CH2:8][CH2:7][CH2:6][C:5]=2[CH:4]=[CH:3][CH:2]=1.[CH3:24][C:25]1[N:30]2[CH:31]=[C:32]([CH:34]=O)[N:33]=[C:29]2[CH:28]=[C:27]([CH3:36])[CH:26]=1, predict the reaction product. The product is: [CH3:24][C:25]1[N:30]2[CH:31]=[C:32]([CH2:34][N:11]([CH:9]3[C:10]4[N:1]=[CH:2][CH:3]=[CH:4][C:5]=4[CH2:6][CH2:7][CH2:8]3)[CH2:12][CH2:13][CH2:14][CH2:15][NH2:16])[N:33]=[C:29]2[CH:28]=[C:27]([CH3:36])[CH:26]=1. (2) Given the reactants [CH3:1][O:2][C:3]([C:5]1[S:12][C:11]2[CH:10]=[C:9]([C:13]3[CH:14]=[C:15]4[C:20](=[CH:21][CH:22]=3)[N:19]=[C:18](Cl)[CH:17]=[CH:16]4)[NH:8][C:7]=2[CH:6]=1)=[O:4].[F:24][C:25]1[CH:30]=[CH:29][CH:28]=[CH:27][C:26]=1B(O)O.[O-]P([O-])([O-])=O.[K+].[K+].[K+], predict the reaction product. The product is: [CH3:1][O:2][C:3]([C:5]1[S:12][C:11]2[CH:10]=[C:9]([C:13]3[CH:14]=[C:15]4[C:20](=[CH:21][CH:22]=3)[N:19]=[C:18]([C:26]3[CH:27]=[CH:28][CH:29]=[CH:30][C:25]=3[F:24])[CH:17]=[CH:16]4)[NH:8][C:7]=2[CH:6]=1)=[O:4]. (3) Given the reactants [C:1]([C:5]12[CH2:12][CH2:11][C:8]([C:13]([O:15]C)=[O:14])([CH2:9][CH2:10]1)[CH2:7][CH2:6]2)([O:3]C)=[O:2].O.[OH-].[Li+], predict the reaction product. The product is: [C:13]([C:8]12[CH2:11][CH2:12][C:5]([C:1]([OH:3])=[O:2])([CH2:10][CH2:9]1)[CH2:6][CH2:7]2)([OH:15])=[O:14].